From a dataset of Forward reaction prediction with 1.9M reactions from USPTO patents (1976-2016). Predict the product of the given reaction. (1) The product is: [CH3:36][O:37][C:34]([C:23]1[C:22]2[C:26](=[CH:27][C:19]([C:4]3[CH:5]=[C:6]([F:18])[C:7]([O:9][CH2:10][O:11][CH2:12][CH2:13][Si:14]([CH3:17])([CH3:15])[CH3:16])=[CH:8][C:3]=3[CH2:1][CH3:2])=[CH:20][CH:21]=2)[N:25]([CH:28]2[CH2:33][CH2:32][CH2:31][CH2:30][O:29]2)[N:24]=1)=[NH:35]. Given the reactants [CH2:1]([C:3]1[CH:8]=[C:7]([O:9][CH2:10][O:11][CH2:12][CH2:13][Si:14]([CH3:17])([CH3:16])[CH3:15])[C:6]([F:18])=[CH:5][C:4]=1[C:19]1[CH:27]=[C:26]2[C:22]([C:23]([C:34]#[N:35])=[N:24][N:25]2[CH:28]2[CH2:33][CH2:32][CH2:31][CH2:30][O:29]2)=[CH:21][CH:20]=1)[CH3:2].[CH3:36][O-:37].[Na+], predict the reaction product. (2) Given the reactants Br[C:2]1[CH:7]=[CH:6][C:5]([C:8]2[NH:12][C:11]([C@@H:13]3[CH2:17][C@@H:16]([C:18]#[N:19])[CH2:15][N:14]3[C:20](=[O:30])[C@@H:21]([NH:25][C:26](=[O:29])[O:27][CH3:28])[CH:22]([CH3:24])[CH3:23])=[N:10][CH:9]=2)=[CH:4][CH:3]=1.[O:31]=[C:32]1[CH:43]2[C:44]3[N:36]([CH:37]=[CH:38][C:39]=3[CH2:40][CH2:41][C@@H:42]2[NH:45][C:46](=[O:49])[O:47][CH3:48])[CH2:35][C@@H:34]([C:50]2[NH:51][C:52]([C:55]3[CH:60]=[CH:59][C:58](B4OC(C)(C)C(C)(C)O4)=[CH:57][CH:56]=3)=[CH:53][N:54]=2)[CH2:33]1.[O-]P([O-])([O-])=O.[K+].[K+].[K+].CC(OC1C=CC=C(OC(C)C)C=1C1C(P(C2CCCCC2)C2CCCCC2)=CC=CC=1)C, predict the reaction product. The product is: [CH3:48][O:47][C:46](=[O:49])[NH:45][C@@H:42]1[CH:43]2[C:32](=[O:31])[CH2:33][C@H:34]([C:50]3[NH:51][C:52]([C:55]4[CH:56]=[CH:57][C:58]([C:2]5[CH:7]=[CH:6][C:5]([C:8]6[NH:12][C:11]([C@@H:13]7[CH2:17][C@@H:16]([C:18]#[N:19])[CH2:15][N:14]7[C:20](=[O:30])[C@@H:21]([NH:25][C:26]([O:27][CH3:28])=[O:29])[CH:22]([CH3:24])[CH3:23])=[N:10][CH:9]=6)=[CH:4][CH:3]=5)=[CH:59][CH:60]=4)=[CH:53][N:54]=3)[CH2:35][N:36]3[C:44]2=[C:39]([CH:38]=[CH:37]3)[CH2:40][CH2:41]1. (3) Given the reactants C(N(CC)CC)C.C(O)=O.[CH:11]([NH:13][CH:14]([C:20](=[O:36])[CH2:21][CH2:22][CH2:23][CH2:24][CH2:25][CH2:26][CH2:27][CH2:28][CH2:29][CH2:30][CH2:31][CH2:32][CH2:33][CH2:34][CH3:35])[C:15]([O:17][CH2:18][CH3:19])=[O:16])=[O:12], predict the reaction product. The product is: [CH:11]([NH:13][C@H:14]([C@H:20]([OH:36])[CH2:21][CH2:22][CH2:23][CH2:24][CH2:25][CH2:26][CH2:27][CH2:28][CH2:29][CH2:30][CH2:31][CH2:32][CH2:33][CH2:34][CH3:35])[C:15]([O:17][CH2:18][CH3:19])=[O:16])=[O:12]. (4) Given the reactants CN(C)C=O.[NH2:6][C:7]1[CH:8]=[C:9]2[C:13](=[CH:14][CH:15]=1)[CH2:12][N:11]([C:16]([O:18][C:19]([CH3:22])([CH3:21])[CH3:20])=[O:17])[CH2:10]2.F[C:24]1[CH:29]=[CH:28][CH:27]=[CH:26][C:25]=1[N+:30]([O-:32])=[O:31].C(=O)([O-])[O-].[K+].[K+], predict the reaction product. The product is: [C:19]([O:18][C:16]([N:11]1[CH2:10][C:9]2[C:13](=[CH:14][CH:15]=[C:7]([NH:6][C:24]3[CH:29]=[CH:28][CH:27]=[CH:26][C:25]=3[N+:30]([O-:32])=[O:31])[CH:8]=2)[CH2:12]1)=[O:17])([CH3:22])([CH3:21])[CH3:20]. (5) The product is: [N:38]1([CH2:29][C:27]2[C:26]([C:31]3[CH:32]=[CH:33][CH:34]=[CH:35][CH:36]=3)=[N:25][N:24]([C:22]3[CH:21]=[CH:20][N:19]=[C:18]([NH:17][C:4]4[C:3]([O:2][CH3:1])=[CH:8][C:7]([N:9]5[CH2:10][CH2:11][CH2:12][CH2:13]5)=[C:6]([NH:14][C:3](=[O:2])[CH:4]=[CH2:5])[CH:5]=4)[N:23]=3)[CH:28]=2)[CH2:41][CH2:40][CH2:39]1. Given the reactants [CH3:1][O:2][C:3]1[CH:8]=[C:7]([N:9]2[CH2:13][CH2:12][CH2:11][CH2:10]2)[C:6]([N+:14]([O-])=O)=[CH:5][C:4]=1[NH:17][C:18]1[N:23]=[C:22]([N:24]2[CH:28]=[C:27]([CH:29]=O)[C:26]([C:31]3[CH:36]=[CH:35][CH:34]=[CH:33][CH:32]=3)=[N:25]2)[CH:21]=[CH:20][N:19]=1.Cl.[NH:38]1[CH2:41][CH2:40][CH2:39]1, predict the reaction product. (6) The product is: [C:1]([O:4][C@@H:5]1[CH2:9][C@@H:8]([CH2:10][O:11][S:30]([C:27]2[CH:28]=[CH:29][C:24]([CH3:34])=[CH:25][CH:26]=2)(=[O:32])=[O:31])[O:7][C@H:6]1[N:12]1[CH:20]=[N:19][C:18]2[C:13]1=[N:14][CH:15]=[N:16][C:17]=2[NH2:21])(=[O:3])[CH3:2]. Given the reactants [C:1]([O:4][C@@H:5]1[CH2:9][C@@H:8]([CH2:10][OH:11])[O:7][C@H:6]1[N:12]1[CH:20]=[N:19][C:18]2[C:13]1=[N:14][CH:15]=[N:16][C:17]=2[NH2:21])(=[O:3])[CH3:2].[H-].[Na+].[C:24]1([CH3:34])[CH:29]=[CH:28][C:27]([S:30](Cl)(=[O:32])=[O:31])=[CH:26][CH:25]=1, predict the reaction product.